From a dataset of Peptide-MHC class II binding affinity with 134,281 pairs from IEDB. Regression. Given a peptide amino acid sequence and an MHC pseudo amino acid sequence, predict their binding affinity value. This is MHC class II binding data. (1) The peptide sequence is LNKIVRMYSPVSILDI. The MHC is DRB1_0405 with pseudo-sequence DRB1_0405. The binding affinity (normalized) is 0.640. (2) The peptide sequence is SAAQRRGRIGRNPNR. The MHC is HLA-DQA10501-DQB10402 with pseudo-sequence HLA-DQA10501-DQB10402. The binding affinity (normalized) is 0.515.